The task is: Predict which catalyst facilitates the given reaction.. This data is from Catalyst prediction with 721,799 reactions and 888 catalyst types from USPTO. (1) Reactant: Cl[Si:2]([C:5]([CH3:8])([CH3:7])[CH3:6])([CH3:4])[CH3:3].[Cl:9][C:10]1[CH:11]=[C:12]([CH:24]=[C:25]([Cl:27])[CH:26]=1)[O:13][C:14]1[C:15]([CH3:23])=[N:16][N:17]([CH2:20][CH2:21][OH:22])[C:18]=1[CH3:19].N1C=CN=C1.O. Product: [Si:2]([O:22][CH2:21][CH2:20][N:17]1[C:18]([CH3:19])=[C:14]([O:13][C:12]2[CH:24]=[C:25]([Cl:27])[CH:26]=[C:10]([Cl:9])[CH:11]=2)[C:15]([CH3:23])=[N:16]1)([C:5]([CH3:8])([CH3:7])[CH3:6])([CH3:4])[CH3:3]. The catalyst class is: 9. (2) Reactant: [Cl:1][C:2]1[CH:7]=[C:6]([Cl:8])[CH:5]=[CH:4][C:3]=1[C:9]1[O:10][C:11]([CH:32]([CH3:34])[CH3:33])=[C:12]([CH2:14][CH2:15][C:16]([C:18]2[CH:30]=[CH:29][C:21]([O:22][CH2:23][C:24]([O:26][CH2:27][CH3:28])=[O:25])=[C:20]([CH3:31])[CH:19]=2)=[O:17])[N:13]=1.[H-].[Na+].[CH3:37]I. Product: [Cl:1][C:2]1[CH:7]=[C:6]([Cl:8])[CH:5]=[CH:4][C:3]=1[C:9]1[O:10][C:11]([CH:32]([CH3:33])[CH3:34])=[C:12]([CH2:14][CH:15]([CH3:37])[C:16]([C:18]2[CH:30]=[CH:29][C:21]([O:22][CH2:23][C:24]([O:26][CH2:27][CH3:28])=[O:25])=[C:20]([CH3:31])[CH:19]=2)=[O:17])[N:13]=1. The catalyst class is: 1. (3) Reactant: [H][H].Cl.[Cl:4][C:5]1[CH:6]=[C:7]([C:12]2[CH2:13][CH2:14][NH:15][CH2:16][CH:17]=2)[CH:8]=[CH:9][C:10]=1[Cl:11]. Product: [ClH:4].[Cl:4][C:5]1[CH:6]=[C:7]([CH:12]2[CH2:17][CH2:16][NH:15][CH2:14][CH2:13]2)[CH:8]=[CH:9][C:10]=1[Cl:11]. The catalyst class is: 45. (4) Reactant: CN(C(ON1N=NC2C=CC=CC1=2)=[N+](C)C)C.F[P-](F)(F)(F)(F)F.Cl.O1CCOCC1.[CH:32]1([N:35]2[CH2:40][CH2:39][N:38]([CH2:41][CH2:42][CH2:43][O:44][C:45]3[CH:53]=[CH:52][C:48]([C:49]([OH:51])=O)=[CH:47][C:46]=3[F:54])[CH2:37][CH2:36]2)[CH2:34][CH2:33]1.[CH3:55][N:56]1[C:65]2[NH:64][C:63]3[CH:66]=[CH:67][CH:68]=[CH:69][C:62]=3[NH:61][CH2:60][C:59]=2[CH:58]=[N:57]1.CCN(C(C)C)C(C)C. Product: [CH:32]1([N:35]2[CH2:36][CH2:37][N:38]([CH2:41][CH2:42][CH2:43][O:44][C:45]3[CH:53]=[CH:52][C:48]([C:49]([N:61]4[CH2:60][C:59]5[CH:58]=[N:57][N:56]([CH3:55])[C:65]=5[NH:64][C:63]5[CH:66]=[CH:67][CH:68]=[CH:69][C:62]4=5)=[O:51])=[CH:47][C:46]=3[F:54])[CH2:39][CH2:40]2)[CH2:33][CH2:34]1. The catalyst class is: 3. (5) Reactant: [NH2:1][C:2]1[CH:7]=[CH:6][C:5]([N:8]2[C:16]3[C:11](=[CH:12][CH:13]=[C:14]([Cl:17])[CH:15]=3)[C:10]([C:18](=[O:20])[CH3:19])=[CH:9]2)=[C:4]([Cl:21])[CH:3]=1.[O-:22][C:23]#[N:24].[Na+].C(O)(=O)C. Product: [C:18]([C:10]1[C:11]2[C:16](=[CH:15][C:14]([Cl:17])=[CH:13][CH:12]=2)[N:8]([C:5]2[CH:6]=[CH:7][C:2]([NH:1][C:23]([NH2:24])=[O:22])=[CH:3][C:4]=2[Cl:21])[CH:9]=1)(=[O:20])[CH3:19]. The catalyst class is: 6. (6) Product: [F:36][C:30]1[CH:31]=[CH:32][CH:33]=[C:34]([F:35])[C:29]=1[CH2:28][O:27][C:26]1[C:21]2[N:22]([C:18]([C:16]([NH:15][CH2:14][CH:10]3[O:11][CH2:12][CH2:13][NH:8][CH2:9]3)=[O:17])=[C:19]([CH3:38])[N:20]=2)[CH:23]=[C:24]([CH3:37])[CH:25]=1. The catalyst class is: 29. Reactant: C([N:8]1[CH2:13][CH2:12][O:11][CH:10]([CH2:14][NH:15][C:16]([C:18]2[N:22]3[CH:23]=[C:24]([CH3:37])[CH:25]=[C:26]([O:27][CH2:28][C:29]4[C:34]([F:35])=[CH:33][CH:32]=[CH:31][C:30]=4[F:36])[C:21]3=[N:20][C:19]=2[CH3:38])=[O:17])[CH2:9]1)C1C=CC=CC=1. (7) Reactant: Cl[C:2]1[CH:7]=[CH:6][N:5]2[N:8]=[CH:9][C:10]([CH:11]=[O:12])=[C:4]2[N:3]=1.[CH2:13]([N:15]([CH2:18][C:19]1[CH:20]=[C:21]([CH:23]=[CH:24][CH:25]=1)[NH2:22])[CH2:16][CH3:17])[CH3:14].ClCCl. Product: [CH2:13]([N:15]([CH2:18][C:19]1[CH:20]=[C:21]([NH:22][C:2]2[CH:7]=[CH:6][N:5]3[N:8]=[CH:9][C:10]([CH:11]=[O:12])=[C:4]3[N:3]=2)[CH:23]=[CH:24][CH:25]=1)[CH2:16][CH3:17])[CH3:14]. The catalyst class is: 12.